This data is from NCI-60 drug combinations with 297,098 pairs across 59 cell lines. The task is: Regression. Given two drug SMILES strings and cell line genomic features, predict the synergy score measuring deviation from expected non-interaction effect. (1) Drug 1: C1=CC(=CC=C1CCC2=CNC3=C2C(=O)NC(=N3)N)C(=O)NC(CCC(=O)O)C(=O)O. Drug 2: CS(=O)(=O)CCNCC1=CC=C(O1)C2=CC3=C(C=C2)N=CN=C3NC4=CC(=C(C=C4)OCC5=CC(=CC=C5)F)Cl. Cell line: HCT-15. Synergy scores: CSS=38.4, Synergy_ZIP=0.721, Synergy_Bliss=1.50, Synergy_Loewe=-15.6, Synergy_HSA=0.685. (2) Drug 1: C1=NC2=C(N=C(N=C2N1C3C(C(C(O3)CO)O)O)F)N. Drug 2: CC1=C2C(C(=O)C3(C(CC4C(C3C(C(C2(C)C)(CC1OC(=O)C(C(C5=CC=CC=C5)NC(=O)OC(C)(C)C)O)O)OC(=O)C6=CC=CC=C6)(CO4)OC(=O)C)O)C)O. Cell line: NCI-H460. Synergy scores: CSS=0.399, Synergy_ZIP=-0.440, Synergy_Bliss=0.813, Synergy_Loewe=-1.02, Synergy_HSA=-0.775. (3) Drug 1: CC1=C2C(C(=O)C3(C(CC4C(C3C(C(C2(C)C)(CC1OC(=O)C(C(C5=CC=CC=C5)NC(=O)OC(C)(C)C)O)O)OC(=O)C6=CC=CC=C6)(CO4)OC(=O)C)O)C)O. Drug 2: C1C(C(OC1N2C=NC(=NC2=O)N)CO)O. Cell line: SF-539. Synergy scores: CSS=1.81, Synergy_ZIP=-4.01, Synergy_Bliss=-8.45, Synergy_Loewe=-14.9, Synergy_HSA=-8.53. (4) Drug 1: CN(C)C1=NC(=NC(=N1)N(C)C)N(C)C. Drug 2: CC1=C(C(=O)C2=C(C1=O)N3CC4C(C3(C2COC(=O)N)OC)N4)N. Cell line: SN12C. Synergy scores: CSS=26.8, Synergy_ZIP=1.60, Synergy_Bliss=1.85, Synergy_Loewe=-32.9, Synergy_HSA=0.231.